Dataset: Forward reaction prediction with 1.9M reactions from USPTO patents (1976-2016). Task: Predict the product of the given reaction. (1) Given the reactants [O:1]1[CH2:6][CH2:5][CH:4]([N:7]2[C:11]([NH2:12])=[CH:10][CH:9]=[N:8]2)[CH2:3][CH2:2]1.[N+:13]([CH:16]([CH:19]=O)[CH:17]=O)([O-:15])=[O:14], predict the reaction product. The product is: [N+:13]([C:16]1[CH:17]=[C:10]2[CH:9]=[N:8][N:7]([CH:4]3[CH2:3][CH2:2][O:1][CH2:6][CH2:5]3)[C:11]2=[N:12][CH:19]=1)([O-:15])=[O:14]. (2) Given the reactants [Cl:1][C:2]1[CH:7]=[CH:6][CH:5]=[CH:4][C:3]=1[C:8](F)(F)F.[Al+3].[Cl-:13].[Cl-:14].[Cl-].[C:16]1([CH3:22])[CH:21]=[CH:20][CH:19]=[CH:18][CH:17]=1, predict the reaction product. The product is: [CH3:22][C:16]1[CH:21]=[CH:20][C:19]([C:8]([C:3]2[CH:4]=[CH:5][CH:6]=[CH:7][C:2]=2[Cl:1])([Cl:14])[Cl:13])=[CH:18][CH:17]=1. (3) Given the reactants [CH:1]1([N:4]([CH2:33][C:34]2[CH:39]=[C:38]([CH2:40][CH2:41][CH2:42][O:43][CH3:44])[CH:37]=[C:36]([O:45][CH2:46][CH2:47][O:48][CH3:49])[CH:35]=2)[C:5]([C@@H:7]2[C@:12]([C:18]3[CH:23]=[CH:22][C:21]([F:24])=[C:20]([F:25])[CH:19]=3)([O:13][CH2:14][CH2:15][O:16][CH3:17])[CH2:11][CH2:10][N:9](C(OC(C)(C)C)=O)[CH2:8]2)=[O:6])[CH2:3][CH2:2]1.Cl, predict the reaction product. The product is: [CH:1]1([N:4]([CH2:33][C:34]2[CH:39]=[C:38]([CH2:40][CH2:41][CH2:42][O:43][CH3:44])[CH:37]=[C:36]([O:45][CH2:46][CH2:47][O:48][CH3:49])[CH:35]=2)[C:5]([C@@H:7]2[C@:12]([C:18]3[CH:23]=[CH:22][C:21]([F:24])=[C:20]([F:25])[CH:19]=3)([O:13][CH2:14][CH2:15][O:16][CH3:17])[CH2:11][CH2:10][NH:9][CH2:8]2)=[O:6])[CH2:3][CH2:2]1.